From a dataset of Full USPTO retrosynthesis dataset with 1.9M reactions from patents (1976-2016). Predict the reactants needed to synthesize the given product. (1) Given the product [CH2:1]([O:3][C:4]([C:5]1[NH:7][C:8]2[C:9]([CH:6]=1)=[CH:10][C:11]([N:14]1[CH:18]=[CH:17][N:16]=[CH:15]1)=[CH:12][CH:13]=2)=[O:19])[CH3:2], predict the reactants needed to synthesize it. The reactants are: [CH2:1]([O:3][C:4](=[O:19])/[C:5](=[N:7]/[C:8]1[CH:13]=[CH:12][C:11]([N:14]2[CH:18]=[CH:17][N:16]=[CH:15]2)=[CH:10][CH:9]=1)/[CH3:6])[CH3:2].CS(O)(=O)=O.O=P12OP3(OP(OP(O3)(O1)=O)(=O)O2)=O. (2) Given the product [CH3:46][O:47][NH:48][C:41]([C:30]1[C:31]([NH:32][C:33]2[CH:38]=[CH:37][C:36]([I:39])=[CH:35][C:34]=2[F:40])=[C:23]([Cl:22])[C:24](=[O:44])[N:25]2[C:29]=1[CH2:28][CH2:27][CH2:26]2)=[O:43], predict the reactants needed to synthesize it. The reactants are: CCN=C=NCCCN(C)C.C1C=CC2N(O)N=NC=2C=1.[Cl:22][C:23]1[C:24](=[O:44])[N:25]2[C:29](=[C:30]([C:41]([OH:43])=O)[C:31]=1[NH:32][C:33]1[CH:38]=[CH:37][C:36]([I:39])=[CH:35][C:34]=1[F:40])[CH2:28][CH2:27][CH2:26]2.Cl.[CH3:46][O:47][NH2:48]. (3) Given the product [CH:1]1([C@H:7]2[CH2:8][C:16](=[O:17])[C:18]3[C:19](=[CH:20][CH:21]=[CH:22][CH:23]=3)[O:24]2)[CH2:6][CH2:5][CH2:4][CH2:3][CH2:2]1, predict the reactants needed to synthesize it. The reactants are: [CH:1]1(/[CH:7]=[C:8](\[C:16]([C:18]2[CH:23]=[CH:22][CH:21]=[CH:20][C:19]=2[OH:24])=[O:17])/C(OC(C)(C)C)=O)[CH2:6][CH2:5][CH2:4][CH2:3][CH2:2]1.C1(C)C=CC(S(O)(=O)=O)=CC=1. (4) Given the product [Br:1][C:2]1[C:22]([Cl:23])=[CH:21][C:5]2[N:6]([CH2:9][C:10]3[CH:20]=[CH:19][C:13]4[N:14]=[C:15]([S:17]([CH3:18])=[O:32])[O:16][C:12]=4[CH:11]=3)[CH:7]=[N:8][C:4]=2[CH:3]=1, predict the reactants needed to synthesize it. The reactants are: [Br:1][C:2]1[C:22]([Cl:23])=[CH:21][C:5]2[N:6]([CH2:9][C:10]3[CH:20]=[CH:19][C:13]4[N:14]=[C:15]([S:17][CH3:18])[O:16][C:12]=4[CH:11]=3)[CH:7]=[N:8][C:4]=2[CH:3]=1.C1C=C(Cl)C=C(C(OO)=[O:32])C=1.